This data is from Full USPTO retrosynthesis dataset with 1.9M reactions from patents (1976-2016). The task is: Predict the reactants needed to synthesize the given product. (1) Given the product [OH:1][CH2:2][C@:3]1([C:14]([O:16][CH2:17][CH3:18])=[O:15])[C:11]2[C:6](=[CH:7][CH:8]=[CH:9][CH:10]=2)[C:5](=[O:12])[N:4]1[CH3:13], predict the reactants needed to synthesize it. The reactants are: [OH:1][CH2:2][C:3]1([C:14]([O:16][CH2:17][CH3:18])=[O:15])[C:11]2[C:6](=[CH:7][CH:8]=[CH:9][CH:10]=2)[C:5](=[O:12])[N:4]1[CH3:13].C(=O)=O.CO. (2) The reactants are: [NH2:1][C:2]1[CH:7]=[C:6]([F:8])[C:5]([N+:9]([O-:11])=[O:10])=[CH:4][C:3]=1[C:12]#[C:13][C:14]([CH3:22])([CH3:21])[CH2:15][C:16]([O:18][CH2:19][CH3:20])=[O:17].C(OCC)(=O)C. Given the product [F:8][C:6]1[CH:7]=[C:2]2[C:3]([CH:12]=[C:13]([C:14]([CH3:21])([CH3:22])[CH2:15][C:16]([O:18][CH2:19][CH3:20])=[O:17])[NH:1]2)=[CH:4][C:5]=1[N+:9]([O-:11])=[O:10], predict the reactants needed to synthesize it. (3) Given the product [OH:44][CH2:43][CH2:42][CH2:41][N:7]1[CH:6]([C:8]2[CH:15]=[CH:14][C:11]([C:12]#[N:13])=[CH:10][C:9]=2[S:16]([CH3:19])(=[O:18])=[O:17])[C:5]2[C:20](=[O:23])[CH2:21][CH2:22][C:4]=2[N:3]([C:24]2[CH:29]=[CH:28][CH:27]=[C:26]([C:30]([F:32])([F:33])[F:31])[CH:25]=2)[C:2]1=[O:1], predict the reactants needed to synthesize it. The reactants are: [O:1]=[C:2]1[NH:7][CH:6]([C:8]2[CH:15]=[CH:14][C:11]([C:12]#[N:13])=[CH:10][C:9]=2[S:16]([CH3:19])(=[O:18])=[O:17])[C:5]2[C:20](=[O:23])[CH2:21][CH2:22][C:4]=2[N:3]1[C:24]1[CH:29]=[CH:28][CH:27]=[C:26]([C:30]([F:33])([F:32])[F:31])[CH:25]=1.C(=O)([O-])[O-].[Cs+].[Cs+].Br[CH2:41][CH2:42][CH2:43][OH:44].FC(F)(F)C(O)=O. (4) The reactants are: [Cl:1][C:2]1[C:9]([CH3:10])=[C:8]([C:11]2[C@@H:12]([O:20][CH3:21])[C@@H:13]3[CH2:18][C@@H:17](O)[CH2:16][N:14]3[N:15]=2)[CH:7]=[CH:6][C:3]=1[C:4]#[N:5].CC(OC(/N=N/C(OC(C)C)=O)=O)C.C1C=CC(P(C2C=CC=CC=2)C2C=CC=CC=2)=CC=1.C[I:56]. Given the product [Cl:1][C:2]1[C:9]([CH3:10])=[C:8]([C:11]2[C@@H:12]([O:20][CH3:21])[C@@H:13]3[CH2:18][C@H:17]([I:56])[CH2:16][N:14]3[N:15]=2)[CH:7]=[CH:6][C:3]=1[C:4]#[N:5], predict the reactants needed to synthesize it. (5) Given the product [F:1][C:2]1[CH:7]=[C:6]([F:8])[CH:5]=[CH:4][C:3]=1[C:9](=[CH2:16])[CH2:10][CH2:11][C:12]([OH:14])=[O:13], predict the reactants needed to synthesize it. The reactants are: [F:1][C:2]1[CH:7]=[C:6]([F:8])[CH:5]=[CH:4][C:3]=1[C:9](=O)[CH2:10][CH2:11][C:12]([OH:14])=[O:13].[C:16]1(C)C=CC=CC=1.[I-].CP(C1C=CC=CC=1)(C1C=CC=CC=1)C1C=CC=CC=1.CC(C)([O-])C.[Na+]. (6) Given the product [N:12]1([C:5]2[C:4]3[C:9](=[CH:10][CH:11]=[C:2]([B:21]4[O:22][C:23]([CH3:25])([CH3:24])[C:19]([CH3:35])([CH3:18])[O:20]4)[CH:3]=3)[N:8]=[CH:7][CH:6]=2)[CH2:17][CH2:16][CH2:15][CH2:14][CH2:13]1, predict the reactants needed to synthesize it. The reactants are: Br[C:2]1[CH:3]=[C:4]2[C:9](=[CH:10][CH:11]=1)[N:8]=[CH:7][CH:6]=[C:5]2[N:12]1[CH2:17][CH2:16][CH2:15][CH2:14][CH2:13]1.[CH3:18][C:19]1([CH3:35])[C:23]([CH3:25])([CH3:24])[O:22][B:21]([B:21]2[O:22][C:23]([CH3:25])([CH3:24])[C:19]([CH3:35])([CH3:18])[O:20]2)[O:20]1.C([O-])(=O)C.[K+]. (7) Given the product [Cl:1][C:2]1[CH:3]=[C:4]([C:12]2[O:16][N:15]=[C:14]([C:17]3[CH:27]=[CH:26][C:20]4[CH2:21][N:22]([CH2:29][CH2:30][C:31]([O:33][CH2:34][CH3:35])=[O:32])[CH2:23][CH2:24][O:25][C:19]=4[CH:18]=3)[N:13]=2)[CH:5]=[CH:6][C:7]=1[O:8][CH:9]([CH3:11])[CH3:10], predict the reactants needed to synthesize it. The reactants are: [Cl:1][C:2]1[CH:3]=[C:4]([C:12]2[O:16][N:15]=[C:14]([C:17]3[CH:27]=[CH:26][C:20]4[CH2:21][NH:22][CH2:23][CH2:24][O:25][C:19]=4[CH:18]=3)[N:13]=2)[CH:5]=[CH:6][C:7]=1[O:8][CH:9]([CH3:11])[CH3:10].Br[CH2:29][CH2:30][C:31]([O:33][CH2:34][CH3:35])=[O:32].CCN(C(C)C)C(C)C.